This data is from Full USPTO retrosynthesis dataset with 1.9M reactions from patents (1976-2016). The task is: Predict the reactants needed to synthesize the given product. (1) Given the product [F:1][C:2]1[C:7]([F:8])=[CH:6][CH:5]=[CH:4][C:3]=1[C:9]1[N:17]=[C:12]2[CH:13]=[N:14][N:15]([CH2:19][C:20]3[O:24][N:23]=[C:22]([C:25]4[CH:30]=[CH:29][C:28]([N:31]([CH3:32])[CH3:33])=[CH:27][CH:26]=4)[CH:21]=3)[CH:16]=[C:11]2[N:10]=1, predict the reactants needed to synthesize it. The reactants are: [F:1][C:2]1[C:7]([F:8])=[CH:6][CH:5]=[CH:4][C:3]=1[C:9]1[N:17]=[C:12]2[CH:13]=[N:14][NH:15][CH:16]=[C:11]2[N:10]=1.Cl[CH2:19][C:20]1[O:24][N:23]=[C:22]([C:25]2[CH:30]=[CH:29][C:28]([N:31]([CH3:33])[CH3:32])=[CH:27][CH:26]=2)[CH:21]=1. (2) Given the product [C:1]([O:5][C:6]([NH:8][CH2:9][C:10]([NH:13][C:14]1[CH:19]=[CH:18][C:17]([Br:20])=[CH:16][N:15]=1)=[O:12])=[O:7])([CH3:2])([CH3:3])[CH3:4], predict the reactants needed to synthesize it. The reactants are: [C:1]([O:5][C:6]([NH:8][CH2:9][C:10]([OH:12])=O)=[O:7])([CH3:4])([CH3:3])[CH3:2].[NH2:13][C:14]1[CH:19]=[CH:18][C:17]([Br:20])=[CH:16][N:15]=1.Cl.CN(C)CCCN=C=NCC.O.